Dataset: Reaction yield outcomes from USPTO patents with 853,638 reactions. Task: Predict the reaction yield, written as a fraction of the theoretical maximum amount of product (1.0 means a 100% yield; for example, 0.34 means a 34% yield). The reactants are [C:1]([C:5]1[CH:17]=[CH:16][C:8]([C:9]([N:11]([CH2:14][CH3:15])[CH2:12][CH3:13])=[O:10])=[C:7]([CH:18]=O)[CH:6]=1)([CH3:4])([CH3:3])[CH3:2].[C:20](=[O:24])([O:22][CH3:23])[NH2:21].FC(F)(F)C(O)=O.C([SiH](CC)CC)C. The catalyst is C(#N)C. The product is [C:1]([C:5]1[CH:17]=[CH:16][C:8]([C:9](=[O:10])[N:11]([CH2:12][CH3:13])[CH2:14][CH3:15])=[C:7]([CH:6]=1)[CH2:18][NH:21][C:20](=[O:24])[O:22][CH3:23])([CH3:2])([CH3:3])[CH3:4]. The yield is 0.710.